From a dataset of Catalyst prediction with 721,799 reactions and 888 catalyst types from USPTO. Predict which catalyst facilitates the given reaction. (1) Reactant: C(=O)([O-])O.[Na+].Cl.[NH2:7][OH:8].[F:9][C:10]([F:28])([F:27])[C:11]1[CH:26]=[CH:25][CH:24]=[CH:23][C:12]=1[CH2:13][O:14][C:15]1[CH:20]=[CH:19][N:18]=[C:17]([C:21]#[N:22])[CH:16]=1. Product: [F:28][C:10]([F:27])([F:9])[C:11]1[CH:26]=[CH:25][CH:24]=[CH:23][C:12]=1[CH2:13][O:14][C:15]1[CH:20]=[CH:19][N:18]=[C:17]([C:21](=[N:7][OH:8])[NH2:22])[CH:16]=1. The catalyst class is: 8. (2) Reactant: [NH2:1][CH2:2][CH:3]1[CH2:8][CH2:7][CH2:6][N:5]([C:9]2[C:18]3[C:13](=[CH:14][CH:15]=[CH:16][CH:17]=3)[C:12]([C:19]#[N:20])=[CH:11][CH:10]=2)[CH2:4]1.C(N(CC)CC)C.[C:28](Cl)(=[O:30])[CH3:29]. Product: [C:19]([C:12]1[C:13]2[C:18](=[CH:17][CH:16]=[CH:15][CH:14]=2)[C:9]([N:5]2[CH2:6][CH2:7][CH2:8][CH:3]([CH2:2][NH:1][C:28](=[O:30])[CH3:29])[CH2:4]2)=[CH:10][CH:11]=1)#[N:20]. The catalyst class is: 96. (3) Reactant: [OH:1][CH2:2][C:3]([CH2:8][OH:9])([CH2:6][OH:7])[CH2:4][OH:5].Cl.[CH:11](=O)[C:12]1[CH:17]=[CH:16][CH:15]=[CH:14][CH:13]=1. Product: [CH:11](=[C:2]([C:3]([CH2:8][OH:9])([CH2:6][OH:7])[CH2:4][OH:5])[OH:1])[C:12]1[CH:17]=[CH:16][CH:15]=[CH:14][CH:13]=1. The catalyst class is: 6. (4) Reactant: [C:1]([O:5][C:6]([N:8]1[CH2:13][C@H:12]([CH2:14]Cl)[N:11]([CH2:16][C:17]([N:19]2[C:27]3[C:22](=[N:23][CH:24]=[C:25]([CH2:28][C:29]4[CH:34]=[CH:33][C:32]([F:35])=[CH:31][CH:30]=4)[CH:26]=3)[C:21]([CH3:37])([CH3:36])[CH2:20]2)=[O:18])[CH2:10][C@H:9]1[CH3:38])=[O:7])([CH3:4])([CH3:3])[CH3:2].[CH3:39][C@@H:40]1[CH2:45][O:44][CH2:43][C@@H:42]([CH3:46])[NH:41]1.C(=O)([O-])[O-].[K+].[K+].[I-].[K+]. Product: [C:1]([O:5][C:6]([N:8]1[CH2:13][C@H:12]([CH2:14][N:41]2[C@H:42]([CH3:46])[CH2:43][O:44][CH2:45][C@H:40]2[CH3:39])[N:11]([CH2:16][C:17]([N:19]2[C:27]3[C:22](=[N:23][CH:24]=[C:25]([CH2:28][C:29]4[CH:34]=[CH:33][C:32]([F:35])=[CH:31][CH:30]=4)[CH:26]=3)[C:21]([CH3:37])([CH3:36])[CH2:20]2)=[O:18])[CH2:10][C@H:9]1[CH3:38])=[O:7])([CH3:4])([CH3:3])[CH3:2]. The catalyst class is: 10. (5) Reactant: [Br:1][C:2]1[CH:3]=[C:4]([CH:24]=[CH:25][C:26]=1[Cl:27])[C:5]([N:7]([CH3:23])[C:8]1[CH:13]=[CH:12][CH:11]=[CH:10][C:9]=1[O:14][CH2:15][CH2:16][CH2:17][C:18]1[NH:22][N:21]=[N:20][N:19]=1)=[O:6].[CH3:28][Si:29]([CH3:36])([CH3:35])[CH2:30][CH2:31][O:32][CH2:33]Cl.C([O-])([O-])=O.[K+].[K+]. Product: [Br:1][C:2]1[CH:3]=[C:4]([CH:24]=[CH:25][C:26]=1[Cl:27])[C:5]([N:7]([CH3:23])[C:8]1[CH:13]=[CH:12][CH:11]=[CH:10][C:9]=1[O:14][CH2:15][CH2:16][CH2:17][C:18]1[N:22]([CH2:33][O:32][CH2:31][CH2:30][Si:29]([CH3:36])([CH3:35])[CH3:28])[N:21]=[N:20][N:19]=1)=[O:6].[Br:1][C:2]1[CH:3]=[C:4]([CH:24]=[CH:25][C:26]=1[Cl:27])[C:5]([N:7]([CH3:23])[C:8]1[CH:13]=[CH:12][CH:11]=[CH:10][C:9]=1[O:14][CH2:15][CH2:16][CH2:17][C:18]1[NH:22][N:21]([CH2:33][O:32][CH2:31][CH2:30][Si:29]([CH3:36])([CH3:35])[CH3:28])[NH:20][N:19]=1)=[O:6]. The catalyst class is: 3. (6) Reactant: [Cl:1][C:2]1[CH:23]=[C:22]([Cl:24])[CH:21]=[CH:20][C:3]=1[C:4]([C:6]1[C:7]2[CH:15]=[C:14]([C:16]([O:18][CH3:19])=[O:17])[CH:13]=[CH:12][C:8]=2[S:9][C:10]=1[CH3:11])=[O:5].[BH4-].[Na+].O. Product: [Cl:1][C:2]1[CH:23]=[C:22]([Cl:24])[CH:21]=[CH:20][C:3]=1[CH:4]([OH:5])[C:6]1[C:7]2[CH:15]=[C:14]([C:16]([O:18][CH3:19])=[O:17])[CH:13]=[CH:12][C:8]=2[S:9][C:10]=1[CH3:11]. The catalyst class is: 83. (7) Reactant: [CH3:1][C:2]1[CH:7]=[CH:6][C:5]([N:8]2[C:12]([C:13]3[C:18]([F:19])=[CH:17][C:16]([F:20])=[CH:15][C:14]=3[F:21])=[CH:11][N:10]=[C:9]2[CH3:22])=[CH:4][N:3]=1.[Cl:23]N1C(=O)CCC1=O. Product: [Cl:23][C:11]1[N:10]=[C:9]([CH3:22])[N:8]([C:5]2[CH:6]=[CH:7][C:2]([CH3:1])=[N:3][CH:4]=2)[C:12]=1[C:13]1[C:14]([F:21])=[CH:15][C:16]([F:20])=[CH:17][C:18]=1[F:19]. The catalyst class is: 22. (8) Reactant: [F:1][C:2]1[CH:8]=[CH:7][C:5]([NH2:6])=[C:4]([O:9][C@H:10]2[CH2:15][CH2:14][C@H:13]([OH:16])[CH2:12][CH2:11]2)[CH:3]=1.Cl[C:18]1[C:19]2[C:26]([CH3:27])=[C:25]([Cl:28])[S:24][C:20]=2[N:21]=[CH:22][N:23]=1.O.C1(C)C=CC(S(O)(=O)=O)=CC=1. Product: [Cl:28][C:25]1[S:24][C:20]2[N:21]=[CH:22][N:23]=[C:18]([NH:6][C:5]3[CH:7]=[CH:8][C:2]([F:1])=[CH:3][C:4]=3[O:9][C@H:10]3[CH2:11][CH2:12][C@H:13]([OH:16])[CH2:14][CH2:15]3)[C:19]=2[C:26]=1[CH3:27]. The catalyst class is: 12. (9) Reactant: [CH2:1]([C:3]1([C:8]2[CH:13]=[CH:12][C:11]([C:14]3[C:19]([CH3:20])=[CH:18][CH:17]=[C:16]([CH2:21][CH2:22][C:23]4[CH:28]=[CH:27][C:26]([CH2:29][OH:30])=[C:25]([CH2:31][OH:32])[CH:24]=4)[CH:15]=3)=[C:10]([CH2:33][CH2:34][CH3:35])[CH:9]=2)OCC[O:4]1)[CH3:2].O.C1(C)C=CC(S(O)(=O)=O)=CC=1.C(=O)([O-])O.[Na+]. Product: [OH:32][CH2:31][C:25]1[CH:24]=[C:23]([CH2:22][CH2:21][C:16]2[CH:17]=[CH:18][C:19]([CH3:20])=[C:14]([C:11]3[CH:12]=[CH:13][C:8]([C:3](=[O:4])[CH2:1][CH3:2])=[CH:9][C:10]=3[CH2:33][CH2:34][CH3:35])[CH:15]=2)[CH:28]=[CH:27][C:26]=1[CH2:29][OH:30]. The catalyst class is: 21.